Dataset: Forward reaction prediction with 1.9M reactions from USPTO patents (1976-2016). Task: Predict the product of the given reaction. (1) Given the reactants [CH3:1][C:2]1[N:3]([CH2:12][C:13]([F:16])([F:15])[F:14])[C:4]2[C:10]([NH2:11])=[CH:9][CH:8]=[CH:7][C:5]=2[N:6]=1.[CH:17]([O:20][C:21]1[CH:26]=[CH:25][C:24]([S:27]([CH3:30])(=[O:29])=[O:28])=[CH:23][C:22]=1[N:31]=[C:32]=[S:33])([CH3:19])[CH3:18].CC1N(C)C2C(NC(=S)NC3C=C(S(N)(=O)=O)C=CC=3OC(C)C)=CC=CC=2N=1, predict the reaction product. The product is: [CH:17]([O:20][C:21]1[CH:26]=[CH:25][C:24]([S:27]([CH3:30])(=[O:29])=[O:28])=[CH:23][C:22]=1[NH:31][C:32]([NH:11][C:10]1[C:4]2[N:3]([CH2:12][C:13]([F:14])([F:16])[F:15])[C:2]([CH3:1])=[N:6][C:5]=2[CH:7]=[CH:8][CH:9]=1)=[S:33])([CH3:19])[CH3:18]. (2) The product is: [C:12]1([CH:18]([C:27]2[CH:32]=[CH:31][CH:30]=[CH:29][CH:28]=2)[O:19][CH2:20][C@@H:21]([NH:26][C:9]([C@H:7]2[O:8][C@@H:6]2[C:4]([O:3][CH2:1][CH3:2])=[O:5])=[O:11])[CH2:22][CH:23]([CH3:25])[CH3:24])[CH:13]=[CH:14][CH:15]=[CH:16][CH:17]=1. Given the reactants [CH2:1]([O:3][C:4]([C@H:6]1[O:8][C@@H:7]1[C:9]([OH:11])=O)=[O:5])[CH3:2].[C:12]1([CH:18]([C:27]2[CH:32]=[CH:31][CH:30]=[CH:29][CH:28]=2)[O:19][CH2:20][C@@H:21]([NH2:26])[CH2:22][CH:23]([CH3:25])[CH3:24])[CH:17]=[CH:16][CH:15]=[CH:14][CH:13]=1, predict the reaction product. (3) Given the reactants [CH2:1]([O:3][C:4]([C:6]1[CH:7]=[N:8][N:9]([C:11]2[N:15](COCCOC)[C:14]3[CH:22]=[CH:23][CH:24]=[C:25]([Cl:26])[C:13]=3[N:12]=2)[CH:10]=1)=[O:5])[CH3:2].Cl.O1CCOCC1, predict the reaction product. The product is: [CH2:1]([O:3][C:4]([C:6]1[CH:7]=[N:8][N:9]([C:11]2[NH:15][C:14]3[CH:22]=[CH:23][CH:24]=[C:25]([Cl:26])[C:13]=3[N:12]=2)[CH:10]=1)=[O:5])[CH3:2]. (4) Given the reactants [CH3:1][N+:2]([CH3:4])=[CH2:3].[I-].[CH3:6][C:7]1([CH3:23])[C:11]([CH3:13])([CH3:12])[O:10][B:9]([C:14]2[CH:15]=[C:16]3[C:20](=[CH:21][CH:22]=2)[NH:19][CH:18]=[CH:17]3)[O:8]1, predict the reaction product. The product is: [CH3:3][N:2]([CH3:4])[CH2:1][C:17]1[C:16]2[C:20](=[CH:21][CH:22]=[C:14]([B:9]3[O:10][C:11]([CH3:13])([CH3:12])[C:7]([CH3:23])([CH3:6])[O:8]3)[CH:15]=2)[NH:19][CH:18]=1. (5) Given the reactants [Cl:1][C:2]1[CH:32]=[CH:31][C:5]([CH2:6][N:7]2[C:11]3[CH:12]=[C:13]([N:17]4[CH2:22][CH2:21][NH:20][CH2:19][CH2:18]4)[C:14]([F:16])=[CH:15][C:10]=3[N:9]=[C:8]2[CH2:23][O:24][C:25]2[CH:30]=[CH:29][CH:28]=[CH:27][CH:26]=2)=[CH:4][CH:3]=1.[C:33]1([CH2:39][C:40](Cl)=[O:41])[CH:38]=[CH:37][CH:36]=[CH:35][CH:34]=1, predict the reaction product. The product is: [Cl:1][C:2]1[CH:32]=[CH:31][C:5]([CH2:6][N:7]2[C:11]3[CH:12]=[C:13]([N:17]4[CH2:22][CH2:21][N:20]([C:40](=[O:41])[CH2:39][C:33]5[CH:38]=[CH:37][CH:36]=[CH:35][CH:34]=5)[CH2:19][CH2:18]4)[C:14]([F:16])=[CH:15][C:10]=3[N:9]=[C:8]2[CH2:23][O:24][C:25]2[CH:30]=[CH:29][CH:28]=[CH:27][CH:26]=2)=[CH:4][CH:3]=1.